From a dataset of Experimentally validated miRNA-target interactions with 360,000+ pairs, plus equal number of negative samples. Binary Classification. Given a miRNA mature sequence and a target amino acid sequence, predict their likelihood of interaction. (1) The miRNA is hsa-miR-3190-5p with sequence UCUGGCCAGCUACGUCCCCA. The protein sequence of the target gene is MADRLTQLQDAVNSLADQFCNAIGVLQQCGPPASFNNIQTAINKDQPANPTEEYAQLFAALIARTAKDIDVLIDSLPSEESTAALQAASLYKLEEENHEAATCLEDVVYRGDMLLEKIQSALADIAQSQLKTRSGTHSQSLPDS. Result: 1 (interaction). (2) The protein sequence of the target gene is MKLVSITLMLLGSLAFLGADTAGPDTPSQFRKKWNKWALSRGKRELQASSSYPTGLADETTVPTQTLDPFLDEQNTTGPLQASNQSEAHIRVKRYRQSMNQGSRSNGCRFGTCTFQKLAHQIYQLTDKDKDGMAPRNKISPQGYGRRRRRSLLEVLRSRTVESSQEQTHTAPGPWAHISRLFRI. Result: 0 (no interaction). The miRNA is mmu-miR-185-5p with sequence UGGAGAGAAAGGCAGUUCCUGA. (3) The miRNA is mmu-miR-669h-5p with sequence AUGCAUGGGUGUAUAGUUGAGUGC. The protein sequence of the target gene is MGNQLAGIAPSQILSVESYFSDIHDFEYDKSLGSTRFFKVARAKHREGLVVVKVFAIQDPTLPLTSYKQELEELKIRLHSAQNCLPFQKAAEKASEKAAMLFRQYVRDNLYDRISTRPFLNNIEKRWIAFQILTAVDQAHKSGVRHGDIKTENVMVTSWNWVLLTDFASFKPTYLPEDNPADFNYFFDTSRRRTCYIAPERFVDGGMFATELEYMRDPSTPLVDLNSNQRARGELKRAMDIFSAGCVIAELFTEGVPLFDLSQLLAYRNGHFFPEQVLNKIEDRSIRDLVTQMINREPEK.... Result: 0 (no interaction). (4) The miRNA is mmu-miR-466i-5p with sequence UGUGUGUGUGUGUGUGUGUG. The protein sequence of the target gene is MAKQPSDVSSECDREGGQLQPAERPPQLRPGAPTSLQTEPQGNPDGEGDRCPHGSPQGPLAPPASPGPFATRSPLFIFVRRSSLLSRSSSGYFSFDTDRSPAPMSCDKSTQTPSPPCQAFNHYLSAMASIRQSQEEPEDLRPEIRIAQELRRIGDEFNETYTRRVFANDYREAEDHPQMVILQLLRFIFRLVWRRH. Result: 1 (interaction). (5) The miRNA is hsa-miR-182-5p with sequence UUUGGCAAUGGUAGAACUCACACU. The protein sequence of the target gene is MTAGGQAEAEGAGGEPGAARLPSRVARLLSALFYGTCSFLIVLVNKALLTTYGFPSPIFLGIGQMAATIMILYVSKLNKIIHFPDFDKKIPVKLFPLPLLYVGNHISGLSSTSKLSLPMFTVLRKFTIPLTLLLETIILGKQYSLNIILSVFAIILGAFIAAGSDLAFNLEGYIFVFLNDIFTAANGVYTKQKMDPKELGKYGVLFYNACFMIIPTLIISVSTGDLQQATEFNQWKNVVFILQFLLSCFLGFLLMYSTVLCSYYNSALTTAVVGAIKNVSVAYIGILIGGDYIFSLLNFV.... Result: 0 (no interaction). (6) The miRNA is hsa-miR-6880-5p with sequence UGGUGGAGGAAGAGGGCAGCUC. The protein sequence of the target gene is MTHMLNAAADRVKWTRSSAAKRAACLVAAAYALKTLYPIIGKRLKQSGHGKKKAAAYPAAENTEILHCTETICEKPSPGVNADFFKQLLELRKILFPKLVTTETGWLCLHSVALISRTFLSIYVAGLDGKIVKSIVEKKPRTFIIKLIKWLMIAIPATFVNSAIRYLECKLALAFRTRLVDHAYETYFTNQTYYKVINMDGRLANPDQSLTEDIMMFSQSVAHLYSNLTKPILDVMLTSYTLIQTATSRGASPIGPTLLAGLVVYATAKVLKACSPKFGKLVAEEAHRKGYLRYVHSRII.... Result: 0 (no interaction).